From a dataset of Reaction yield outcomes from USPTO patents with 853,638 reactions. Predict the reaction yield, written as a fraction of the theoretical maximum amount of product (1.0 means a 100% yield; for example, 0.34 means a 34% yield). (1) The yield is 0.370. The catalyst is Cl. The reactants are C[O:2][C:3]1[N:8]=[CH:7][C:6]([CH:9]=[O:10])=[CH:5][CH:4]=1. The product is [OH:2][C:3]1[N:8]=[CH:7][C:6]([CH:9]=[O:10])=[CH:5][CH:4]=1. (2) The product is [CH3:19][O:18][C:10]1[CH:9]=[C:8]([S:7]([C:3]2[CH:2]=[C:1]([C:20]3[CH:25]=[CH:24][CH:23]=[CH:22][CH:21]=3)[CH:6]=[CH:5][CH:4]=2)=[O:34])[CH:13]=[C:12]([O:14][CH3:15])[C:11]=1[O:16][CH3:17]. The catalyst is ClCCl. The reactants are [C:1]1([C:20]2[CH:25]=[CH:24][CH:23]=[CH:22][CH:21]=2)[CH:6]=[CH:5][CH:4]=[C:3]([S:7][C:8]2[CH:13]=[C:12]([O:14][CH3:15])[C:11]([O:16][CH3:17])=[C:10]([O:18][CH3:19])[CH:9]=2)[CH:2]=1.C1C=C(Cl)C=C(C(OO)=[O:34])C=1. The yield is 0.870. (3) The reactants are [Si:1]([O:8][C@@H:9]1[CH:14]=[C:13]([C:15]2[CH:20]=[CH:19][N:18]=[CH:17][C:16]=2[N+:21]([O-:23])=[O:22])[CH2:12][C@H:11]([CH3:24])[C@:10]1([OH:27])[CH:25]=O)([C:4]([CH3:7])([CH3:6])[CH3:5])([CH3:3])[CH3:2].[C:28](=O)([O-])[O-].[K+].[K+]. The catalyst is CO. The product is [Si:1]([O:8][C@@H:9]1[CH:14]=[C:13]([C:15]2[CH:20]=[CH:19][N:18]=[CH:17][C:16]=2[N+:21]([O-:23])=[O:22])[CH2:12][C@H:11]([CH3:24])[C@@:10]1([C:25]#[CH:28])[OH:27])([C:4]([CH3:6])([CH3:5])[CH3:7])([CH3:3])[CH3:2]. The yield is 0.360. (4) The reactants are [CH2:1]([N:8]([CH2:28][C:29]1[CH:34]=[CH:33][C:32]([O:35][CH3:36])=[CH:31][CH:30]=1)[S:9]([C:12]1[CH:27]=[CH:26][C:15]([C:16]([O:18]CC2C=CC=CC=2)=[O:17])=[CH:14][CH:13]=1)(=[O:11])=[O:10])[C:2]1[CH:7]=[CH:6][CH:5]=[CH:4][CH:3]=1.[OH-].[Na+].Cl. The catalyst is C1COCC1.CO. The product is [CH2:1]([N:8]([CH2:28][C:29]1[CH:34]=[CH:33][C:32]([O:35][CH3:36])=[CH:31][CH:30]=1)[S:9]([C:12]1[CH:27]=[CH:26][C:15]([C:16]([OH:18])=[O:17])=[CH:14][CH:13]=1)(=[O:11])=[O:10])[C:2]1[CH:7]=[CH:6][CH:5]=[CH:4][CH:3]=1. The yield is 0.420.